Dataset: Catalyst prediction with 721,799 reactions and 888 catalyst types from USPTO. Task: Predict which catalyst facilitates the given reaction. (1) Reactant: [Br:1][C:2]1[CH:3]=[C:4]([CH:9]([OH:13])[CH2:10][C:11]#[N:12])[CH:5]=[C:6]([F:8])[CH:7]=1.CSC.B.C([O-])(O)=O.[Na+]. Product: [NH2:12][CH2:11][CH2:10][CH:9]([C:4]1[CH:5]=[C:6]([F:8])[CH:7]=[C:2]([Br:1])[CH:3]=1)[OH:13]. The catalyst class is: 1. (2) Reactant: [CH3:1][CH:2]([CH3:38])[C@H:3]([NH:33][C:34](=[O:37])[O:35][CH3:36])[C:4](=[O:32])[N:5]1[CH2:9][CH2:8][CH2:7][C@H:6]1[C:10]1[NH:14][C:13]2[C:15]3[C:20]([CH:21]=[CH:22][C:12]=2[N:11]=1)=[CH:19][C:18](B1OC(C)(C)C(C)(C)O1)=[CH:17][CH:16]=3.[Br:39][C:40]1[CH:41]=[CH:42][C:43]2[CH:47]=[C:46](I)[S:45][C:44]=2[CH:49]=1.C([O-])([O-])=O.[K+].[K+]. Product: [Br:39][C:40]1[CH:41]=[CH:42][C:43]2[CH:47]=[C:46]([C:18]3[CH:19]=[C:20]4[C:15](=[CH:16][CH:17]=3)[C:13]3[NH:14][C:10]([C@@H:6]5[CH2:7][CH2:8][CH2:9][N:5]5[C:4](=[O:32])[C@@H:3]([NH:33][C:34](=[O:37])[O:35][CH3:36])[CH:2]([CH3:38])[CH3:1])=[N:11][C:12]=3[CH:22]=[CH:21]4)[S:45][C:44]=2[CH:49]=1. The catalyst class is: 104. (3) Reactant: [CH3:1][O:2][C:3]1[CH:8]=[CH:7][CH:6]=[CH:5][C:4]=1[C:9]1[C:17]2[C:12](=[N:13][CH:14]=[C:15]([C:18]3[CH:22]=[CH:21][N:20]([S:23]([C:26]4[CH:31]=[CH:30][C:29]([CH3:32])=[CH:28][CH:27]=4)(=[O:25])=[O:24])[N:19]=3)[CH:16]=2)[N:11]([S:33]([C:36]2[CH:41]=[CH:40][C:39]([CH3:42])=[CH:38][CH:37]=2)(=[O:35])=[O:34])[CH:10]=1.C([Li])CCC.[C:48](=[O:50])=[O:49]. Product: [CH3:1][O:2][C:3]1[CH:8]=[CH:7][CH:6]=[CH:5][C:4]=1[C:9]1[C:17]2[C:12](=[N:13][CH:14]=[C:15]([C:18]3[CH:22]=[C:21]([C:48]([OH:50])=[O:49])[N:20]([S:23]([C:26]4[CH:31]=[CH:30][C:29]([CH3:32])=[CH:28][CH:27]=4)(=[O:24])=[O:25])[N:19]=3)[CH:16]=2)[N:11]([S:33]([C:36]2[CH:37]=[CH:38][C:39]([CH3:42])=[CH:40][CH:41]=2)(=[O:35])=[O:34])[CH:10]=1. The catalyst class is: 7. (4) Reactant: [F:1][C:2]1[CH:7]=[CH:6][C:5]([CH:8]2[CH2:17][C:16]3[C:11](=[CH:12][CH:13]=[CH:14][CH:15]=3)[N:10]([N:18]=O)[CH2:9]2)=[CH:4][CH:3]=1.[Cl-].[NH4+].O.[CH3:23][C:24]([CH3:26])=O. Product: [F:1][C:2]1[CH:7]=[CH:6][C:5]([CH:8]2[CH2:17][C:16]3[C:11](=[CH:12][CH:13]=[CH:14][CH:15]=3)[N:10]([N:18]=[C:24]([CH3:26])[CH3:23])[CH2:9]2)=[CH:4][CH:3]=1. The catalyst class is: 401. (5) Reactant: [CH2:1]1[C:10]2[C:5](=[CH:6][CH:7]=[CH:8][CH:9]=2)[C:4](=[N:11][OH:12])[C:3](=[O:13])[O:2]1.[C:14](=O)([O-])[O-].[K+].[K+].COS(OC)(=O)=O.O. Product: [CH3:14][O:12][N:11]=[C:4]1[C:5]2[C:10](=[CH:9][CH:8]=[CH:7][CH:6]=2)[CH2:1][O:2][C:3]1=[O:13]. The catalyst class is: 11. (6) Reactant: [C:1]1([CH2:7][O:8][C:9]2[CH:17]=[CH:16][CH:15]=[C:14]3[C:10]=2[CH:11]=[N:12][NH:13]3)[CH:6]=[CH:5][CH:4]=[CH:3][CH:2]=1.[Cl:18][C:19]1[CH:20]=[C:21](B(O)O)[CH:22]=[CH:23][C:24]=1[O:25][CH3:26].N1C=CC=CC=1. Product: [Cl:18][C:19]1[CH:20]=[C:21]([N:13]2[C:14]3[C:10](=[C:9]([O:8][CH2:7][C:1]4[CH:2]=[CH:3][CH:4]=[CH:5][CH:6]=4)[CH:17]=[CH:16][CH:15]=3)[CH:11]=[N:12]2)[CH:22]=[CH:23][C:24]=1[O:25][CH3:26]. The catalyst class is: 302. (7) Reactant: [NH2:1][C:2]1[CH:11]=[C:10]2[C:5]([CH2:6][CH2:7][CH:8]([OH:12])[CH2:9]2)=[CH:4][CH:3]=1.N1C=CC=CC=1.Cl[C:20]([O:22][C:23]1[CH:28]=[CH:27][CH:26]=[CH:25][CH:24]=1)=[O:21].O. Product: [C:23]1([O:22][C:20](=[O:21])[NH:1][C:2]2[CH:3]=[CH:4][C:5]3[CH2:6][CH2:7][CH:8]([OH:12])[CH2:9][C:10]=3[CH:11]=2)[CH:28]=[CH:27][CH:26]=[CH:25][CH:24]=1. The catalyst class is: 1. (8) Reactant: [Si]([O:8][C@@H:9]1[C:17]2[C:12](=[C:13]([C:18]3[S:22][C:21]([C:23]4[CH:24]=[CH:25][C:26]([O:31][CH:32]([CH3:34])[CH3:33])=[C:27]([CH:30]=4)[C:28]#[N:29])=[N:20][CH:19]=3)[CH:14]=[CH:15][CH:16]=2)[CH2:11][CH2:10]1)(C(C)(C)C)(C)C.CCCC[N+](CCCC)(CCCC)CCCC.[F-]. Product: [OH:8][C@@H:9]1[C:17]2[C:12](=[C:13]([C:18]3[S:22][C:21]([C:23]4[CH:24]=[CH:25][C:26]([O:31][CH:32]([CH3:34])[CH3:33])=[C:27]([CH:30]=4)[C:28]#[N:29])=[N:20][CH:19]=3)[CH:14]=[CH:15][CH:16]=2)[CH2:11][CH2:10]1. The catalyst class is: 1. (9) Reactant: [NH2:1][C:2]1[CH:9]=[CH:8][C:7]([N+:10]([O-:12])=[O:11])=[CH:6][C:3]=1[C:4]#[N:5].[CH2:13]([O:15][C:16]([CH:18]1[CH2:23][CH2:22]N[CH2:20][CH2:19]1)=[O:17])[CH3:14].C[Si](C)(C)CC[O:28][C:29](=[O:44])[CH2:30][CH2:31][C:32]([C:34]1[C:42]2[C:37](=[CH:38][CH:39]=[C:40]([Cl:43])[CH:41]=2)[NH:36][CH:35]=1)=[O:33].CCC[CH2:50][N+:51](CCCC)(CCCC)CCCC.[F-].Cl. Product: [CH2:13]([O:15][C:16]([CH:18]1[CH2:19][CH2:20][N:5]([C:4]2[C:3]3[C:2](=[CH:9][CH:8]=[C:7]([N+:10]([O-:12])=[O:11])[CH:6]=3)[N:1]=[C:50]([N:36]3[C:37]4[C:42](=[CH:41][C:40]([Cl:43])=[CH:39][CH:38]=4)[C:34]([C:32](=[O:33])[CH2:31][CH2:30][C:29]([OH:28])=[O:44])=[CH:35]3)[N:51]=2)[CH2:22][CH2:23]1)=[O:17])[CH3:14]. The catalyst class is: 61.